This data is from Forward reaction prediction with 1.9M reactions from USPTO patents (1976-2016). The task is: Predict the product of the given reaction. (1) Given the reactants [NH2:1][C:2]1[CH:3]=[C:4]([OH:9])[CH:5]=[CH:6][C:7]=1[F:8].C(S[C:15](=[O:28])[CH:16]([CH2:20][C:21]1[CH:26]=[CH:25][C:24]([F:27])=[CH:23][CH:22]=1)[C:17](=[O:19])[CH3:18])(C)(C)C, predict the reaction product. The product is: [F:27][C:24]1[CH:23]=[CH:22][C:21]([CH2:20][CH:16]([C:17](=[O:19])[CH3:18])[C:15]([NH:1][C:2]2[CH:3]=[C:4]([OH:9])[CH:5]=[CH:6][C:7]=2[F:8])=[O:28])=[CH:26][CH:25]=1. (2) Given the reactants [CH2:1]([C:8]#[N:9])[C:2]1[CH:7]=[CH:6][CH:5]=[CH:4][CH:3]=1.[H-].[Na+].Br[C:13]([CH3:19])([CH3:18])[C:14]([O:16][CH3:17])=[O:15].C([O-])(O)=O.[Na+], predict the reaction product. The product is: [CH3:17][O:16][C:14](=[O:15])[C:13]([CH3:19])([CH3:18])[CH:1]([C:8]#[N:9])[C:2]1[CH:7]=[CH:6][CH:5]=[CH:4][CH:3]=1. (3) The product is: [OH:20][C:17]1[CH:18]=[CH:11][C:12]([NH:8][C:1]([N:3]2[CH2:4][CH2:33][CH:28]([C:25]3[CH:24]=[CH:23][C:22]([Cl:21])=[CH:27][CH:26]=3)[CH2:6][CH2:7]2)=[O:2])=[CH:15][CH:16]=1. Given the reactants [C:1]([N:8]1[CH:12]=[CH:11]N=C1)([N:3]1[CH:7]=[CH:6]N=[CH:4]1)=[O:2].NC1C=[CH:18][C:17]([OH:20])=[CH:16][CH:15]=1.[Cl:21][C:22]1[CH:27]=[CH:26][C:25]([CH:28]2[CH2:33]CNCC2)=[CH:24][CH:23]=1.CCN(C(C)C)C(C)C, predict the reaction product. (4) Given the reactants [NH:1]1[CH:5]=[N:4][N:3]=[N:2]1.[C:6]([C:9]1[CH:40]=[CH:39][C:12]([O:13][CH2:14][C:15]2[CH:20]=[CH:19][C:18]([CH:21]([O:32][CH:33]3[CH2:38][CH2:37][CH2:36][CH2:35][O:34]3)[C:22]3[CH:23]=[CH:24][C:25]([O:30][CH3:31])=[C:26]([CH:29]=3)C#N)=[CH:17][CH:16]=2)=[C:11]([CH2:41][CH2:42][CH3:43])[C:10]=1[OH:44])(=[O:8])[CH3:7], predict the reaction product. The product is: [OH:44][C:10]1[C:11]([CH2:41][CH2:42][CH3:43])=[C:12]([O:13][CH2:14][C:15]2[CH:16]=[CH:17][C:18]([CH:21]([C:22]3[CH:29]=[CH:26][C:25]([O:30][CH3:31])=[C:24]([C:5]4[N:1]=[N:2][NH:3][N:4]=4)[CH:23]=3)[O:32][CH:33]3[CH2:38][CH2:37][CH2:36][CH2:35][O:34]3)=[CH:19][CH:20]=2)[CH:39]=[CH:40][C:9]=1[C:6](=[O:8])[CH3:7]. (5) Given the reactants Cl.[NH2:2][C:3]1[N:8]([CH3:9])[C:7](=[O:10])[N:6]([CH3:11])[C:5](=[O:12])[C:4]=1[NH:13][C:14](=O)[CH2:15][C:16]1[CH:21]=[CH:20][C:19]([NH2:22])=[CH:18][CH:17]=1.[OH-].[Na+], predict the reaction product. The product is: [NH2:22][C:19]1[CH:20]=[CH:21][C:16]([CH2:15][C:14]2[NH:13][C:4]3[C:5](=[O:12])[N:6]([CH3:11])[C:7](=[O:10])[N:8]([CH3:9])[C:3]=3[N:2]=2)=[CH:17][CH:18]=1. (6) Given the reactants Cl[C:2]1[N:7]=[C:6]([NH2:8])[N:5]=[C:4]([NH:9][CH3:10])[CH:3]=1.[O:11]1[C:15]2[C:16](B(O)O)=[CH:17][CH:18]=[CH:19][C:14]=2[CH2:13][CH2:12]1.C(=O)([O-])[O-].[K+].[K+], predict the reaction product. The product is: [O:11]1[C:15]2[C:16]([C:2]3[N:7]=[C:6]([NH2:8])[N:5]=[C:4]([NH:9][CH3:10])[CH:3]=3)=[CH:17][CH:18]=[CH:19][C:14]=2[CH2:13][CH2:12]1. (7) Given the reactants [N:1]1[CH:6]=[CH:5][CH:4]=[CH:3][C:2]=1[NH2:7].Br[C:9]1[CH:14]=[CH:13][C:12]([N+:15]([O-:17])=[O:16])=[CH:11][N:10]=1.C1(P(C2C=CC=CC=2)CCCP(C2C=CC=CC=2)C2C=CC=CC=2)C=CC=CC=1.CC(C)([O-])C.[Na+], predict the reaction product. The product is: [N+:15]([C:12]1[CH:13]=[CH:14][C:9]([NH:7][C:2]2[CH:3]=[CH:4][CH:5]=[CH:6][N:1]=2)=[N:10][CH:11]=1)([O-:17])=[O:16]. (8) Given the reactants [F:1][C:2]1[CH:19]=[CH:18][C:5]([C:6]([C:8]2[CH:13]=[CH:12][C:11]([O:14][CH2:15][CH2:16][OH:17])=[CH:10][CH:9]=2)=[O:7])=[CH:4][CH:3]=1.[C-:20]#[C-:21].[Na+].[Na+], predict the reaction product. The product is: [F:1][C:2]1[CH:19]=[CH:18][C:5]([C:6]([C:8]2[CH:13]=[CH:12][C:11]([O:14][CH2:15][CH2:16][OH:17])=[CH:10][CH:9]=2)([OH:7])[C:20]#[CH:21])=[CH:4][CH:3]=1.